From a dataset of In vitro SARS-CoV-2 activity screen of 1,480 approved drugs from Prestwick library. Binary Classification. Given a drug SMILES string, predict its activity (active/inactive) in a high-throughput screening assay against a specified biological target. (1) The drug is CCCCC(C)(O)C/C=C/[C@H]1[C@H](O)CC(=O)[C@@H]1CCCCCCC(=O)OC. The result is 1 (active). (2) The molecule is Cc1c(Cl)cccc1Nc1ncccc1C(=O)O. The result is 0 (inactive). (3) The drug is CCOC(=O)N1CCC(=C2c3ccc(Cl)cc3CCc3cccnc32)CC1. The result is 0 (inactive). (4) The compound is CC(=O)OCC(=O)[C@@]12OC(C)(C)O[C@@H]1C[C@H]1[C@@H]3C[C@H](F)C4=CC(=O)C=C[C@]4(C)[C@@]3(F)[C@@H](O)C[C@@]12C. The result is 0 (inactive). (5) The molecule is COc1c(O[C@@H]2O[C@H](CO)[C@@H](O)[C@H](O)[C@H]2O)cc2c(c1OC)-c1ccc(SC)c(=O)cc1[C@@H](NC(C)=O)CC2. The result is 0 (inactive).